From a dataset of Reaction yield outcomes from USPTO patents with 853,638 reactions. Predict the reaction yield, written as a fraction of the theoretical maximum amount of product (1.0 means a 100% yield; for example, 0.34 means a 34% yield). (1) The reactants are [N:1]1[C:10]2[CH2:9][CH2:8][CH2:7][CH:6]([NH:11][CH2:12][CH2:13][CH2:14][CH2:15][N:16]3[C:24](=[O:25])[C:23]4[C:18](=[CH:19][CH:20]=[CH:21][CH:22]=4)[C:17]3=[O:26])[C:5]=2[N:4]=[CH:3][CH:2]=1.[C:27]([O:31][C:32]([N:34]1[C:38]2[CH:39]=[CH:40][CH:41]=[CH:42][C:37]=2[N:36]=[C:35]1[CH2:43]Cl)=[O:33])([CH3:30])([CH3:29])[CH3:28].[I-].[K+].C(N(C(C)C)CC)(C)C.C(=O)(O)[O-].[Na+]. The catalyst is CC#N. The product is [C:27]([O:31][C:32]([N:34]1[C:38]2[CH:39]=[CH:40][CH:41]=[CH:42][C:37]=2[N:36]=[C:35]1[CH2:43][N:11]([CH2:12][CH2:13][CH2:14][CH2:15][N:16]1[C:17](=[O:26])[C:18]2[C:23](=[CH:22][CH:21]=[CH:20][CH:19]=2)[C:24]1=[O:25])[CH:6]1[CH2:7][CH2:8][CH2:9][C:10]2[N:1]=[CH:2][CH:3]=[N:4][C:5]1=2)=[O:33])([CH3:30])([CH3:29])[CH3:28]. The yield is 0.850. (2) The reactants are Cl.[OH:2][C:3]1([CH3:9])[CH2:8][CH2:7][NH:6][CH2:5][CH2:4]1.C(N(CC)CC)C.[CH3:17][NH:18][C:19]([N:21]1[C:29]2[C:24](=[CH:25][C:26]([O:30][C:31]3[CH:36]=[CH:35][N:34]=[C:33]([NH:37][C:38]([NH:40][CH2:41][C:42](O)=[O:43])=[O:39])[CH:32]=3)=[CH:27][CH:28]=2)[CH:23]=[CH:22]1)=[O:20].O. The catalyst is CN(C)C=O.C(OCC)(=O)C.O1CCCC1. The product is [CH3:17][NH:18][C:19]([N:21]1[C:29]2[C:24](=[CH:25][C:26]([O:30][C:31]3[CH:36]=[CH:35][N:34]=[C:33]([NH:37][C:38]([NH:40][CH2:41][C:42]([N:6]4[CH2:7][CH2:8][C:3]([OH:2])([CH3:9])[CH2:4][CH2:5]4)=[O:43])=[O:39])[CH:32]=3)=[CH:27][CH:28]=2)[CH:23]=[CH:22]1)=[O:20]. The yield is 0.754. (3) The reactants are [Br:1][C:2]1[CH:3]=[C:4]([N:8]2[C:12]3[N:13]=[CH:14][N:15]=[C:16](Cl)[C:11]=3[CH:10]=[CH:9]2)[CH:5]=[CH:6][CH:7]=1.N12CCN(CC1)CC2.C(=O)([O-])[O-:27].[K+].[K+].O1CCOCC1. The catalyst is O. The product is [Br:1][C:2]1[CH:3]=[C:4]([N:8]2[C:12]3[N:13]=[CH:14][NH:15][C:16](=[O:27])[C:11]=3[CH:10]=[CH:9]2)[CH:5]=[CH:6][CH:7]=1. The yield is 0.800.